The task is: Predict which catalyst facilitates the given reaction.. This data is from Catalyst prediction with 721,799 reactions and 888 catalyst types from USPTO. Reactant: [F:1][C:2]([F:53])([F:52])[C:3]1[CH:4]=[C:5]([CH:45]=[C:46]([C:48]([F:51])([F:50])[F:49])[CH:47]=1)[CH2:6][N:7]([CH2:23][C:24]1[CH:29]=[C:28]([C:30]([F:33])([F:32])[F:31])[CH:27]=[CH:26][C:25]=1[C:34]1[C:39]([O:40][CH3:41])=[CH:38][CH:37]=[C:36]([CH:42]([CH3:44])[CH3:43])[N:35]=1)[C:8]1[N:13]=[CH:12][C:11]([O:14][CH2:15][CH2:16][CH2:17][C:18]([O:20]CC)=[O:19])=[CH:10][N:9]=1.[OH-].[Na+].Cl.C(OCC)(=O)C. Product: [F:53][C:2]([F:1])([F:52])[C:3]1[CH:4]=[C:5]([CH:45]=[C:46]([C:48]([F:51])([F:50])[F:49])[CH:47]=1)[CH2:6][N:7]([CH2:23][C:24]1[CH:29]=[C:28]([C:30]([F:33])([F:31])[F:32])[CH:27]=[CH:26][C:25]=1[C:34]1[C:39]([O:40][CH3:41])=[CH:38][CH:37]=[C:36]([CH:42]([CH3:44])[CH3:43])[N:35]=1)[C:8]1[N:9]=[CH:10][C:11]([O:14][CH2:15][CH2:16][CH2:17][C:18]([OH:20])=[O:19])=[CH:12][N:13]=1. The catalyst class is: 8.